This data is from NCI-60 drug combinations with 297,098 pairs across 59 cell lines. The task is: Regression. Given two drug SMILES strings and cell line genomic features, predict the synergy score measuring deviation from expected non-interaction effect. (1) Drug 1: C1CCC(C1)C(CC#N)N2C=C(C=N2)C3=C4C=CNC4=NC=N3. Drug 2: CC12CCC(CC1=CCC3C2CCC4(C3CC=C4C5=CN=CC=C5)C)O. Cell line: MDA-MB-231. Synergy scores: CSS=13.2, Synergy_ZIP=0.156, Synergy_Bliss=2.36, Synergy_Loewe=2.91, Synergy_HSA=2.66. (2) Drug 1: C1C(C(OC1N2C=NC3=C(N=C(N=C32)Cl)N)CO)O. Drug 2: C1CN1C2=NC(=NC(=N2)N3CC3)N4CC4. Cell line: NCI/ADR-RES. Synergy scores: CSS=68.3, Synergy_ZIP=3.55, Synergy_Bliss=1.17, Synergy_Loewe=-8.39, Synergy_HSA=4.79. (3) Drug 1: CNC(=O)C1=NC=CC(=C1)OC2=CC=C(C=C2)NC(=O)NC3=CC(=C(C=C3)Cl)C(F)(F)F. Drug 2: C(CN)CNCCSP(=O)(O)O. Cell line: SK-OV-3. Synergy scores: CSS=-0.476, Synergy_ZIP=1.77, Synergy_Bliss=4.21, Synergy_Loewe=0.990, Synergy_HSA=1.89. (4) Drug 1: CS(=O)(=O)C1=CC(=C(C=C1)C(=O)NC2=CC(=C(C=C2)Cl)C3=CC=CC=N3)Cl. Drug 2: C(CN)CNCCSP(=O)(O)O. Cell line: SK-MEL-5. Synergy scores: CSS=-6.74, Synergy_ZIP=1.51, Synergy_Bliss=-2.73, Synergy_Loewe=-6.52, Synergy_HSA=-6.53. (5) Drug 1: CC1=C(N=C(N=C1N)C(CC(=O)N)NCC(C(=O)N)N)C(=O)NC(C(C2=CN=CN2)OC3C(C(C(C(O3)CO)O)O)OC4C(C(C(C(O4)CO)O)OC(=O)N)O)C(=O)NC(C)C(C(C)C(=O)NC(C(C)O)C(=O)NCCC5=NC(=CS5)C6=NC(=CS6)C(=O)NCCC[S+](C)C)O. Drug 2: C1C(C(OC1N2C=NC3=C2NC=NCC3O)CO)O. Cell line: 786-0. Synergy scores: CSS=20.2, Synergy_ZIP=0.520, Synergy_Bliss=-0.293, Synergy_Loewe=-9.51, Synergy_HSA=-0.555. (6) Drug 1: C1CCN(CC1)CCOC2=CC=C(C=C2)C(=O)C3=C(SC4=C3C=CC(=C4)O)C5=CC=C(C=C5)O. Drug 2: CC12CCC3C(C1CCC2=O)CC(=C)C4=CC(=O)C=CC34C. Cell line: MALME-3M. Synergy scores: CSS=34.6, Synergy_ZIP=-1.45, Synergy_Bliss=-2.17, Synergy_Loewe=-1.59, Synergy_HSA=-1.87. (7) Drug 1: CS(=O)(=O)C1=CC(=C(C=C1)C(=O)NC2=CC(=C(C=C2)Cl)C3=CC=CC=N3)Cl. Drug 2: C1CC(=O)NC(=O)C1N2C(=O)C3=CC=CC=C3C2=O. Cell line: HCT-15. Synergy scores: CSS=-0.666, Synergy_ZIP=-2.14, Synergy_Bliss=-1.49, Synergy_Loewe=-5.80, Synergy_HSA=-2.62. (8) Drug 2: C1=CC=C(C(=C1)C(C2=CC=C(C=C2)Cl)C(Cl)Cl)Cl. Drug 1: C(=O)(N)NO. Cell line: T-47D. Synergy scores: CSS=-13.7, Synergy_ZIP=7.01, Synergy_Bliss=5.05, Synergy_Loewe=-6.91, Synergy_HSA=-5.17. (9) Drug 1: C1=CC=C(C=C1)NC(=O)CCCCCCC(=O)NO. Drug 2: CN(CCCl)CCCl.Cl. Cell line: PC-3. Synergy scores: CSS=23.5, Synergy_ZIP=-3.86, Synergy_Bliss=2.96, Synergy_Loewe=0.204, Synergy_HSA=3.38.